This data is from Forward reaction prediction with 1.9M reactions from USPTO patents (1976-2016). The task is: Predict the product of the given reaction. (1) Given the reactants [CH3:1][P:2]([CH2:5][C:6]1[CH:7]=[C:8]([N:12]2[C:16](C(O)=O)=[CH:15][C:14]([Si:20]([CH3:23])([CH3:22])[CH3:21])=[N:13]2)[CH:9]=[CH:10][CH:11]=1)([CH3:4])=[O:3].C([N:26]([CH2:29]C)CC)C.C1C=CC(P(N=[N+]=[N-])(C2C=CC=CC=2)=[O:38])=CC=1.[NH2:48][C:49]1[C:58]2[C:53](=[CH:54][CH:55]=[CH:56][CH:57]=2)[C:52]([O:59][C:60]2[CH:65]=[CH:64][N:63]=[C:62]([NH:66][C:67]3[CH:72]=[CH:71][CH:70]=[CH:69][CH:68]=3)[N:61]=2)=[CH:51][CH:50]=1, predict the reaction product. The product is: [CH3:4][P:2]([CH2:5][C:6]1[CH:7]=[C:8]([N:12]2[C:16]([NH:26][C:29]([NH:48][C:49]3[C:58]4[C:53](=[CH:54][CH:55]=[CH:56][CH:57]=4)[C:52]([O:59][C:60]4[CH:65]=[CH:64][N:63]=[C:62]([NH:66][C:67]5[CH:68]=[CH:69][CH:70]=[CH:71][CH:72]=5)[N:61]=4)=[CH:51][CH:50]=3)=[O:38])=[CH:15][C:14]([Si:20]([CH3:21])([CH3:22])[CH3:23])=[N:13]2)[CH:9]=[CH:10][CH:11]=1)([CH3:1])=[O:3]. (2) Given the reactants [Br-].[CH2:2]([Li])[CH2:3][CH2:4][CH3:5].[B:7]([O:12]C)(OC)[O:8]C.Cl, predict the reaction product. The product is: [CH2:4]([C:3]1[CH:2]=[C:2]([B:7]([OH:12])[OH:8])[CH:3]=[CH:4][C:5]=1[C:2]#[C:3][C:4]1[CH:5]=[CH:4][C:3]([CH2:2][CH2:3][CH2:4][CH3:5])=[CH:2][CH:5]=1)[CH3:5]. (3) Given the reactants [F:1][C:2]1[CH:7]=[CH:6][C:5]([CH:8]2[CH:11]([CH2:12][CH2:13][CH:14]([C:16]3[CH:21]=[CH:20][C:19]([F:22])=[CH:18][CH:17]=3)[OH:15])[C:10](=[O:23])[N:9]2[C:24]2[CH:33]=[CH:32][C:27]([C:28]([NH:30]O)=[NH:29])=[CH:26][CH:25]=2)=[CH:4][CH:3]=1.S([O-])([O-])(=O)=O.[Mg+2], predict the reaction product. The product is: [F:1][C:2]1[CH:3]=[CH:4][C:5]([CH:8]2[CH:11]([CH2:12][CH2:13][CH:14]([C:16]3[CH:21]=[CH:20][C:19]([F:22])=[CH:18][CH:17]=3)[OH:15])[C:10](=[O:23])[N:9]2[C:24]2[CH:25]=[CH:26][C:27]([C:28]([NH2:30])=[NH:29])=[CH:32][CH:33]=2)=[CH:6][CH:7]=1.